This data is from Forward reaction prediction with 1.9M reactions from USPTO patents (1976-2016). The task is: Predict the product of the given reaction. (1) Given the reactants [CH3:1][O:2][C:3]1[CH:12]=[C:11]2[C:6]([C:7]([S:13][C:14]3[CH:19]=[CH:18][CH:17]=[CH:16][CH:15]=3)=[CH:8][CH:9]=[N:10]2)=[CH:5][CH:4]=1.C1C=C(Cl)C=C(C(OO)=[O:28])C=1.C([O-])(O)=O.[Na+].CO, predict the reaction product. The product is: [CH3:1][O:2][C:3]1[CH:12]=[C:11]2[C:6]([C:7]([S:13]([C:14]3[CH:15]=[CH:16][CH:17]=[CH:18][CH:19]=3)=[O:28])=[CH:8][CH:9]=[N:10]2)=[CH:5][CH:4]=1. (2) Given the reactants O.C(O)(=O)C.[CH:6]1([N:9]2[C:18]3[C:13](=[C:14]([N+:25]([O-])=O)[C:15]([F:24])=[C:16]([F:23])[C:17]=3[O:19][CH:20]([F:22])[F:21])[C:12](=[O:28])[C:11]([C:29]([O:31]CC)=[O:30])=[CH:10]2)[CH2:8][CH2:7]1, predict the reaction product. The product is: [NH2:25][C:14]1[C:15]([F:24])=[C:16]([F:23])[C:17]([O:19][CH:20]([F:21])[F:22])=[C:18]2[C:13]=1[C:12](=[O:28])[C:11]([C:29]([OH:31])=[O:30])=[CH:10][N:9]2[CH:6]1[CH2:8][CH2:7]1.